From a dataset of Reaction yield outcomes from USPTO patents with 853,638 reactions. Predict the reaction yield, written as a fraction of the theoretical maximum amount of product (1.0 means a 100% yield; for example, 0.34 means a 34% yield). The reactants are [NH:1]1[CH:5]=[CH:4][C:3]([NH2:6])=[N:2]1.C([O-])(O)=O.[Na+].[C:12](OC(=O)C)(=[O:14])[CH3:13]. The catalyst is O. The product is [NH:1]1[CH:5]=[CH:4][C:3]([NH:6][C:12](=[O:14])[CH3:13])=[N:2]1. The yield is 0.490.